Dataset: Peptide-MHC class I binding affinity with 185,985 pairs from IEDB/IMGT. Task: Regression. Given a peptide amino acid sequence and an MHC pseudo amino acid sequence, predict their binding affinity value. This is MHC class I binding data. The peptide sequence is FTSAICSVVR. The MHC is HLA-A11:01 with pseudo-sequence HLA-A11:01. The binding affinity (normalized) is 0.322.